Dataset: CYP1A2 inhibition data for predicting drug metabolism from PubChem BioAssay. Task: Regression/Classification. Given a drug SMILES string, predict its absorption, distribution, metabolism, or excretion properties. Task type varies by dataset: regression for continuous measurements (e.g., permeability, clearance, half-life) or binary classification for categorical outcomes (e.g., BBB penetration, CYP inhibition). Dataset: cyp1a2_veith. (1) The compound is O=C(NCc1cccc2ccccc12)[C@H]1C[C@@H]1[C@H](NP(=O)(c1ccccc1)c1ccccc1)c1ccccc1. The result is 1 (inhibitor). (2) The molecule is CCCCc1cc2ccccc2c(OCCN(C)C)n1. The result is 1 (inhibitor).